Dataset: Full USPTO retrosynthesis dataset with 1.9M reactions from patents (1976-2016). Task: Predict the reactants needed to synthesize the given product. (1) Given the product [F:15][C:16]1[CH:26]=[CH:25][CH:24]=[C:23]([F:27])[C:17]=1[C:18]([NH:20][C:21](=[O:22])[N:8]([C:7]1[CH:10]=[CH:11][C:4]([S:3][CH:2]([F:14])[F:1])=[C:5]([CH3:13])[C:6]=1[CH3:12])[CH3:9])=[O:19], predict the reactants needed to synthesize it. The reactants are: [F:1][CH:2]([F:14])[S:3][C:4]1[CH:11]=[CH:10][C:7]([NH:8][CH3:9])=[C:6]([CH3:12])[C:5]=1[CH3:13].[F:15][C:16]1[CH:26]=[CH:25][CH:24]=[C:23]([F:27])[C:17]=1[C:18]([N:20]=[C:21]=[O:22])=[O:19]. (2) Given the product [Si:43]([O:19][CH2:18][C@@H:12]1[O:11][C@@H:10]([O:20][C@@H:21]2[C@H:26]3[CH2:27][O:28][C@H:24]([O:25]3)[C@H:23]([N:29]=[N+:30]=[N-:31])[C@H:22]2[O:32][CH3:33])[C@H:9]([O:8][CH2:7][C:6]2[CH:5]=[CH:4][C:3]([O:2][CH3:1])=[CH:35][CH:34]=2)[C@@H:14]([O:15][CH3:16])[C@@H:13]1[OH:17])([C:46]([CH3:49])([CH3:48])[CH3:47])([CH3:45])[CH3:44], predict the reactants needed to synthesize it. The reactants are: [CH3:1][O:2][C:3]1[CH:35]=[CH:34][C:6]([CH2:7][O:8][C@@H:9]2[C@@H:14]([O:15][CH3:16])[C@H:13]([OH:17])[C@H:12]([CH2:18][OH:19])[O:11][C@H:10]2[O:20][C@@H:21]2[C@H:26]3[CH2:27][O:28][C@H:24]([O:25]3)[C@H:23]([N:29]=[N+:30]=[N-:31])[C@H:22]2[O:32][CH3:33])=[CH:5][CH:4]=1.C(N(CC)CC)C.[Si:43](Cl)([C:46]([CH3:49])([CH3:48])[CH3:47])([CH3:45])[CH3:44]. (3) Given the product [ClH:19].[ClH:19].[CH3:1][CH:2]([CH3:18])[CH2:3][CH2:4][N:5]([CH2:12][C:13]1[S:14][CH:15]=[CH:16][N:17]=1)[CH:6]1[CH2:7][CH2:8][NH:9][CH2:10][CH2:11]1, predict the reactants needed to synthesize it. The reactants are: [CH3:1][CH:2]([CH3:18])[CH2:3][CH2:4][N:5]([CH2:12][C:13]1[S:14][CH:15]=[CH:16][N:17]=1)[CH:6]1[CH2:11][CH2:10][NH:9][CH2:8][CH2:7]1.[ClH:19]. (4) Given the product [Cl:1][C:2]1[CH:7]=[C:6]([Cl:8])[CH:5]=[CH:4][C:3]=1[NH:9][C:10](=[O:36])[CH2:11][N:12]([CH2:19][C:20]1[CH:34]=[CH:33][C:23]([O:24][CH2:25][C:26]([OH:28])=[O:27])=[C:22]([CH3:35])[CH:21]=1)[CH:13]1[CH2:14][CH2:15][CH2:16][CH2:17][CH2:18]1, predict the reactants needed to synthesize it. The reactants are: [Cl:1][C:2]1[CH:7]=[C:6]([Cl:8])[CH:5]=[CH:4][C:3]=1[NH:9][C:10](=[O:36])[CH2:11][N:12]([CH2:19][C:20]1[CH:34]=[CH:33][C:23]([O:24][CH2:25][C:26]([O:28]C(C)(C)C)=[O:27])=[C:22]([CH3:35])[CH:21]=1)[CH:13]1[CH2:18][CH2:17][CH2:16][CH2:15][CH2:14]1.FC(F)(F)C(O)=O. (5) The reactants are: Br[C:2]1[CH:3]=[C:4]([S:8]([NH:11][C:12]2[CH:17]=[CH:16][C:15]([C@@H:18]3[CH2:22][CH2:21][N:20]([CH2:23][CH2:24][CH3:25])[CH2:19]3)=[CH:14][CH:13]=2)(=[O:10])=[O:9])[CH:5]=[CH:6][CH:7]=1.[NH:26]1[CH2:30][CH2:29][CH2:28][CH2:27]1.C([O-])(C)(C)C.[Na+].S([O-])([O-])(=O)=O.[Na+].[Na+].C1(P(C2C=CC=CC=2)C2C=CC3C(=CC=CC=3)C=2C2C3C(=CC=CC=3)C=CC=2P(C2C=CC=CC=2)C2C=CC=CC=2)C=CC=CC=1. Given the product [CH2:23]([N:20]1[CH2:21][CH2:22][C@@H:18]([C:15]2[CH:16]=[CH:17][C:12]([NH:11][S:8]([C:4]3[CH:5]=[CH:6][CH:7]=[C:2]([N:26]4[CH2:30][CH2:29][CH2:28][CH2:27]4)[CH:3]=3)(=[O:10])=[O:9])=[CH:13][CH:14]=2)[CH2:19]1)[CH2:24][CH3:25], predict the reactants needed to synthesize it. (6) Given the product [Br:1][CH:49]([CH3:50])[C:48]([C:45]1[CH:46]=[N:47][C:42]([OH:41])=[CH:43][CH:44]=1)=[O:54], predict the reactants needed to synthesize it. The reactants are: [Br-:1].[Br-].[Br-].C1([N+](C)(C)C)C=CC=CC=1.C1([N+](C)(C)C)C=CC=CC=1.C1([N+](C)(C)C)C=CC=CC=1.C([O:41][C:42]1[N:47]=[CH:46][C:45]([CH2:48][C:49](=O)[CH3:50])=[CH:44][CH:43]=1)C1C=CC=CC=1.S([O-])([O-])(=[O:54])=S.[Na+].[Na+]. (7) Given the product [CH3:32][O:71][C:70](=[O:72])[C:69]1[CH:73]=[CH:74][C:66]([NH:65][C:28]([C@H:9]2[C@H:8]([C:4]3[CH:5]=[CH:6][CH:7]=[C:2]([Cl:1])[C:3]=3[F:31])[C@:12]([C:15]3[CH:20]=[CH:19][C:18]([Cl:21])=[CH:17][C:16]=3[F:22])([C:13]#[N:14])[C@H:11]([CH2:23][C:24]([CH3:27])([CH3:25])[CH3:26])[NH:10]2)=[O:30])=[CH:67][C:68]=1[O:75][CH3:76], predict the reactants needed to synthesize it. The reactants are: [Cl:1][C:2]1[C:3]([F:31])=[C:4]([CH:8]2[C:12]([C:15]3[CH:20]=[CH:19][C:18]([Cl:21])=[CH:17][C:16]=3[F:22])([C:13]#[N:14])[CH:11]([CH2:23][C:24]([CH3:27])([CH3:26])[CH3:25])[NH:10][CH:9]2[C:28]([OH:30])=O)[CH:5]=[CH:6][CH:7]=1.[CH3:32]N(C(ON1N=NC2C=CC=NC1=2)=[N+](C)C)C.F[P-](F)(F)(F)(F)F.CCN(C(C)C)C(C)C.[NH2:65][C:66]1[CH:74]=[CH:73][C:69]([C:70]([OH:72])=[O:71])=[C:68]([O:75][CH3:76])[CH:67]=1.